From a dataset of Peptide-MHC class I binding affinity with 185,985 pairs from IEDB/IMGT. Regression. Given a peptide amino acid sequence and an MHC pseudo amino acid sequence, predict their binding affinity value. This is MHC class I binding data. (1) The peptide sequence is WPAGRLVEA. The MHC is HLA-B48:01 with pseudo-sequence HLA-B48:01. The binding affinity (normalized) is 0.0847. (2) The peptide sequence is ATPYDINQML. The MHC is HLA-A68:01 with pseudo-sequence HLA-A68:01. The binding affinity (normalized) is 0.0982.